From a dataset of Forward reaction prediction with 1.9M reactions from USPTO patents (1976-2016). Predict the product of the given reaction. (1) Given the reactants CCCC[N+](CCCC)(CCCC)CCCC.[F-].[CH3:19][O:20][C:21](=[O:78])[C:22]1[CH:27]=[CH:26][C:25]([O:28][CH2:29][CH2:30][C:31]2[C:39]3[C:34](=[CH:35][CH:36]=[C:37]([Cl:40])[CH:38]=3)[N:33]([CH:41]([C:48]3[CH:53]=[CH:52][CH:51]=[CH:50][CH:49]=3)[C:42]3[CH:47]=[CH:46][CH:45]=[CH:44][CH:43]=3)[C:32]=2[CH2:54][CH2:55][O:56][Si](C(C)(C)C)(C2C=CC=CC=2)C2C=CC=CC=2)=[CH:24][C:23]=1[O:74][CH:75]([CH3:77])[CH3:76], predict the reaction product. The product is: [CH3:19][O:20][C:21](=[O:78])[C:22]1[CH:27]=[CH:26][C:25]([O:28][CH2:29][CH2:30][C:31]2[C:39]3[C:34](=[CH:35][CH:36]=[C:37]([Cl:40])[CH:38]=3)[N:33]([CH:41]([C:42]3[CH:43]=[CH:44][CH:45]=[CH:46][CH:47]=3)[C:48]3[CH:53]=[CH:52][CH:51]=[CH:50][CH:49]=3)[C:32]=2[CH2:54][CH2:55][OH:56])=[CH:24][C:23]=1[O:74][CH:75]([CH3:76])[CH3:77]. (2) The product is: [CH3:20][N:19]([CH3:21])[C:11]1[N:10]=[C:9]([N:2]2[CH2:3][CH:4]3[CH2:8][N:7]([C:27]([C:26]4[CH:30]=[CH:31][C:23]([F:22])=[CH:24][C:25]=4[N:32]4[N:36]=[CH:35][CH:34]=[N:33]4)=[O:28])[CH2:6][CH:5]3[CH2:1]2)[CH:14]=[C:13]([C:15]([F:18])([F:17])[F:16])[N:12]=1. Given the reactants [CH2:1]1[CH:5]2[CH2:6][NH:7][CH2:8][CH:4]2[CH2:3][N:2]1[C:9]1[CH:14]=[C:13]([C:15]([F:18])([F:17])[F:16])[N:12]=[C:11]([N:19]([CH3:21])[CH3:20])[N:10]=1.[F:22][C:23]1[CH:31]=[CH:30][C:26]([C:27](O)=[O:28])=[C:25]([N:32]2[N:36]=[CH:35][CH:34]=[N:33]2)[CH:24]=1, predict the reaction product. (3) Given the reactants FC(F)(F)C(O)=O.ClC1C(N[C@@H]2[C@@H]3C[C@@H](C=C3)[C@@H]2C(N)=O)=C2N=C(C3C=CC(CN4CCOCC4)=CC=3)NC2=NC=1.[NH2:42][C:43]1[C:48]([NH2:49])=[C:47]([NH:50][C@@H:51]2[C@@H:56]3[CH2:57][C@@H:53]([CH:54]=[CH:55]3)[C@@H:52]2[C:58]([NH2:60])=[O:59])[C:46]([Cl:61])=[CH:45][N:44]=1.[CH3:62][O:63][C:64]1[CH:71]=[C:70]([N:72]2[CH2:77][CH2:76][CH:75]([N:78]3[CH2:83][CH2:82][O:81][CH2:80][CH2:79]3)[CH2:74][CH2:73]2)[CH:69]=[CH:68][C:65]=1[CH:66]=O, predict the reaction product. The product is: [Cl:61][C:46]1[C:47]([NH:50][C@@H:51]2[C@@H:56]3[CH2:57][C@@H:53]([CH:54]=[CH:55]3)[C@@H:52]2[C:58]([NH2:60])=[O:59])=[C:48]2[N:49]=[C:66]([C:65]3[CH:68]=[CH:69][C:70]([N:72]4[CH2:73][CH2:74][CH:75]([N:78]5[CH2:83][CH2:82][O:81][CH2:80][CH2:79]5)[CH2:76][CH2:77]4)=[CH:71][C:64]=3[O:63][CH3:62])[NH:42][C:43]2=[N:44][CH:45]=1. (4) Given the reactants [Cl:1][C:2]1[S:6][C:5]([S:7]([N:10]([C:19]2[C:27]3[C:22](=[CH:23][CH:24]=[CH:25][C:26]=3[O:28][CH3:29])[NH:21][N:20]=2)[CH2:11][O:12][CH2:13][CH2:14][Si:15]([CH3:18])([CH3:17])[CH3:16])(=[O:9])=[O:8])=[CH:4][CH:3]=1.C(=O)([O-])[O-].[K+].[K+].Br[CH2:37][C:38]1[CH:39]=[C:40]([CH:45]=[CH:46][CH:47]=1)[C:41]([O:43][CH3:44])=[O:42], predict the reaction product. The product is: [Cl:1][C:2]1[S:6][C:5]([S:7]([N:10]([CH2:11][O:12][CH2:13][CH2:14][Si:15]([CH3:18])([CH3:16])[CH3:17])[C:19]2[C:27]3[C:22](=[CH:23][CH:24]=[CH:25][C:26]=3[O:28][CH3:29])[N:21]([CH2:37][C:38]3[CH:39]=[C:40]([CH:45]=[CH:46][CH:47]=3)[C:41]([O:43][CH3:44])=[O:42])[N:20]=2)(=[O:9])=[O:8])=[CH:4][CH:3]=1.